Dataset: Full USPTO retrosynthesis dataset with 1.9M reactions from patents (1976-2016). Task: Predict the reactants needed to synthesize the given product. (1) The reactants are: [CH2:1]([N:3]1[CH2:8][CH2:7][CH2:6][CH2:5][C@@H:4]1[CH2:9][O:10][C:11]1[C:19]2[C:18]3[CH:20]=[C:21]([C:24]#[N:25])[N:22]=[CH:23][C:17]=3[N:16](COCC[Si](C)(C)C)[C:15]=2[N:14]=[CH:13][CH:12]=1)[CH3:2].Br.[OH-].[Na+].Cl. Given the product [CH2:1]([N:3]1[CH2:8][CH2:7][CH2:6][CH2:5][C@@H:4]1[CH2:9][O:10][C:11]1[C:19]2[C:18]3[CH:20]=[C:21]([C:24]#[N:25])[N:22]=[CH:23][C:17]=3[NH:16][C:15]=2[N:14]=[CH:13][CH:12]=1)[CH3:2], predict the reactants needed to synthesize it. (2) Given the product [C:15]([O:19][C:20](=[O:34])[NH:21][CH:22]1[CH2:26][CH2:25][N:24]([C:27]2[C:32]([O:4][CH2:2][C:8]3[CH:7]=[CH:12][N:11]=[CH:10][CH:9]=3)=[N:31][CH:30]=[CH:29][N:28]=2)[CH2:23]1)([CH3:18])([CH3:17])[CH3:16], predict the reactants needed to synthesize it. The reactants are: C[C:2](C)([O-:4])C.[K+].[CH:7]1[CH:12]=[N:11][CH:10]=[C:9](CO)[CH:8]=1.[C:15]([O:19][C:20](=[O:34])[NH:21][CH:22]1[CH2:26][CH2:25][N:24]([C:27]2[C:32](Cl)=[N:31][CH:30]=[CH:29][N:28]=2)[CH2:23]1)([CH3:18])([CH3:17])[CH3:16]. (3) Given the product [ClH:1].[ClH:1].[N+:3]([C:6]1[CH:18]=[CH:17][C:9]([CH2:10][N:11]2[CH2:16][CH2:15][N:14]([CH:20]([C:21](=[O:22])[C:23]3[CH:28]=[CH:27][CH:26]=[CH:25][CH:24]=3)[CH3:29])[CH2:13][CH2:12]2)=[CH:8][CH:7]=1)([O-:5])=[O:4], predict the reactants needed to synthesize it. The reactants are: [ClH:1].Cl.[N+:3]([C:6]1[CH:18]=[CH:17][C:9]([CH2:10][N:11]2[CH2:16][CH2:15][NH:14][CH2:13][CH2:12]2)=[CH:8][CH:7]=1)([O-:5])=[O:4].Br[CH:20]([CH3:29])[C:21]([C:23]1[CH:28]=[CH:27][CH:26]=[CH:25][CH:24]=1)=[O:22].C([O-])([O-])=O.[K+].[K+]. (4) Given the product [Cl:21][C:7]([C:4]1[CH:5]=[CH:6][CH:1]=[CH:2][CH:3]=1)([C:14]1[CH:15]=[CH:16][CH:17]=[CH:18][CH:19]=1)[C:8]1[CH:9]=[CH:10][CH:11]=[CH:12][CH:13]=1, predict the reactants needed to synthesize it. The reactants are: [CH:1]1[CH:6]=[CH:5][C:4]([C:7]([Cl:21])([C:14]2[C:19](Cl)=[CH:18][CH:17]=[CH:16][CH:15]=2)[C:8]2[CH:13]=[CH:12][CH:11]=[CH:10][CH:9]=2)=[CH:3][CH:2]=1.C(N(C(C)C)CC)(C)C.CO.[N+](C1C=C(C=CC=1F)C(O)=O)([O-])=O. (5) The reactants are: [CH3:1][C:2]1([C:15](=[O:28])[NH:16][C:17]2[CH:22]=[CH:21][CH:20]=[C:19]([C:23]3[O:27][CH:26]=[N:25][CH:24]=3)[CH:18]=2)[CH2:7][CH2:6][N:5]([C:8](OC(C)(C)C)=O)[CH2:4][CH2:3]1.C(OC([N:36]1[CH2:41]CC(C)(C(O)=O)CC1)=O)(C)(C)C.[N:46]1[CH:51]=[CH:50][CH:49]=[CH:48][CH:47]=1.C(Cl)(=O)C(Cl)=O.O1C(C2C=C(C=CC=2)N)=C[N:60]=C1. Given the product [CH3:1][C:2]1([C:15]([NH:16][C:17]2[CH:22]=[CH:21][CH:20]=[C:19]([C:23]3[O:27][CH:26]=[N:25][CH:24]=3)[CH:18]=2)=[O:28])[CH2:3][CH2:4][N:5]([C:8]2[C:50]3[C:48]([CH3:49])=[CH:47][NH:46][C:51]=3[N:60]=[CH:41][N:36]=2)[CH2:6][CH2:7]1, predict the reactants needed to synthesize it. (6) Given the product [NH2:66][C@H:67]([C:72]([O:74][CH2:75][C:76]1[CH:81]=[CH:80][CH:79]=[CH:78][CH:77]=1)=[O:73])[CH2:68][CH:69]([CH3:71])[CH3:70], predict the reactants needed to synthesize it. The reactants are: N(C(OC(C)(C)C)=O)[C@H](C(O)=O)CC1C=CC(OCC2C=CC=CC=2)=CC=1.N(C(OC(C)(C)C)=O)[C@H](C(NCC(NCC(N[C@H](C([NH:66][C@H:67]([C:72]([O:74][CH2:75][C:76]1[CH:81]=[CH:80][CH:79]=[CH:78][CH:77]=1)=[O:73])[CH2:68][CH:69]([CH3:71])[CH3:70])=O)CC1C=CC=CC=1)=O)=O)=O)CC1C=CC(OCC2C=CC=CC=2)=CC=1.N[C@H](C(O)=O)CC1C=CC(OCC2C=CC=CC=2)=CC=1. (7) The reactants are: [Cl:1][C:2]1[CH:7]=[CH:6][C:5]([C:8]2([C:11]3[C:20]4[C:15](=[CH:16][CH:17]=[C:18]([O:21][CH2:22][CH2:23][NH:24]C(=O)OC(C)(C)C)[CH:19]=4)[CH2:14][CH2:13][N:12]=3)[CH2:10][CH2:9]2)=[CH:4][CH:3]=1.Cl. Given the product [ClH:1].[Cl:1][C:2]1[CH:3]=[CH:4][C:5]([C:8]2([C:11]3[C:20]4[C:15](=[CH:16][CH:17]=[C:18]([O:21][CH2:22][CH2:23][NH2:24])[CH:19]=4)[CH2:14][CH2:13][N:12]=3)[CH2:9][CH2:10]2)=[CH:6][CH:7]=1, predict the reactants needed to synthesize it. (8) Given the product [C:35]([O:34][C:32](=[O:33])[NH:31][CH2:30][CH2:29][CH2:28][N:18]([C:19](=[O:27])[C:20]1[CH:21]=[CH:22][C:23]([CH3:26])=[CH:24][CH:25]=1)[CH:15]([C:6]1[N:5]([CH2:4][C:3]2[O:2][N:44]=[C:42]([CH3:43])[N:41]=2)[C:10](=[O:11])[C:9]2=[CH:12][CH:13]=[CH:14][N:8]2[N:7]=1)[CH2:16][CH3:17])([CH3:37])([CH3:38])[CH3:36], predict the reactants needed to synthesize it. The reactants are: C[O:2][C:3](=O)[CH2:4][N:5]1[C:10](=[O:11])[C:9]2=[CH:12][CH:13]=[CH:14][N:8]2[N:7]=[C:6]1[CH:15]([N:18]([CH2:28][CH2:29][CH2:30][NH:31][C:32]([O:34][C:35]([CH3:38])([CH3:37])[CH3:36])=[O:33])[C:19](=[O:27])[C:20]1[CH:25]=[CH:24][C:23]([CH3:26])=[CH:22][CH:21]=1)[CH2:16][CH3:17].O[NH:41][C:42](=[NH:44])[CH3:43].[H-].[Na+]. (9) Given the product [F:13][C:11]1[C:10]([NH2:14])=[N:9][C:8]2([C:15]3[C:5](=[CH:4][CH:3]=[C:2]([C:23]4[CH:24]=[N:19][CH:20]=[N:21][CH:22]=4)[CH:16]=3)[CH2:6][C:7]2([CH3:18])[CH3:17])[CH:12]=1, predict the reactants needed to synthesize it. The reactants are: Br[C:2]1[CH:16]=[C:15]2[C:5]([CH2:6][C:7]([CH3:18])([CH3:17])[C:8]32[CH:12]=[C:11]([F:13])[C:10]([NH2:14])=[N:9]3)=[CH:4][CH:3]=1.[N:19]1[CH:24]=[C:23](B(O)O)[CH:22]=[N:21][CH:20]=1.CC([PH+](C(C)(C)C)CCCS([O-])(=O)=O)(C)C.CC1CCCO1.C(=O)([O-])[O-].[K+].[K+].